Dataset: Catalyst prediction with 721,799 reactions and 888 catalyst types from USPTO. Task: Predict which catalyst facilitates the given reaction. (1) Reactant: [CH:1]([O:4][C:5]1[CH:27]=[N:26][C:8]2[N:9]([CH3:25])[C:10](=[O:24])[N:11]([CH2:14][CH2:15][CH2:16][O:17][CH:18]3[CH2:23][CH2:22][CH2:21][CH2:20][O:19]3)[C:12](=[O:13])[C:7]=2[CH:6]=1)([CH3:3])[CH3:2].[Li+].CC([N-]C(C)C)C.[CH:36](=[O:43])[C:37]1[CH:42]=[CH:41][CH:40]=[CH:39][CH:38]=1. The catalyst class is: 1. Product: [OH:43][CH:36]([C:37]1[CH:42]=[CH:41][CH:40]=[CH:39][CH:38]=1)[C:6]1[C:7]2[C:12](=[O:13])[N:11]([CH2:14][CH2:15][CH2:16][O:17][CH:18]3[CH2:23][CH2:22][CH2:21][CH2:20][O:19]3)[C:10](=[O:24])[N:9]([CH3:25])[C:8]=2[N:26]=[CH:27][C:5]=1[O:4][CH:1]([CH3:3])[CH3:2]. (2) Product: [CH2:22]([NH:29][C:16](=[O:18])[C:15]1[CH:19]=[CH:20][CH:21]=[C:13]([C:7]2[CH:8]=[CH:9][CH:10]=[CH:11][CH:12]=2)[CH:14]=1)[C:23]1[CH:28]=[CH:27][CH:26]=[CH:25][CH:24]=1. The catalyst class is: 118. Reactant: C(Cl)(=O)C(Cl)=O.[C:7]1([C:13]2[CH:14]=[C:15]([CH:19]=[CH:20][CH:21]=2)[C:16]([OH:18])=O)[CH:12]=[CH:11][CH:10]=[CH:9][CH:8]=1.[CH2:22]([NH2:29])[C:23]1[CH:28]=[CH:27][CH:26]=[CH:25][CH:24]=1. (3) Reactant: [C:1]([O:5][C:6]([N:8]1[CH2:13][CH2:12][CH:11]([C:14]([OH:16])=O)[CH2:10][CH2:9]1)=[O:7])([CH3:4])([CH3:3])[CH3:2].Cl.CN(C)CCCN=C=NCC.C(N(CC)CC)C.[Cl:36][C:37]1[CH:50]=[CH:49][C:40]([O:41][C:42]2[CH:47]=[CH:46][CH:45]=[CH:44][C:43]=2[NH2:48])=[CH:39][CH:38]=1. Product: [C:1]([O:5][C:6]([N:8]1[CH2:9][CH2:10][CH:11]([C:14](=[O:16])[NH:48][C:43]2[CH:44]=[CH:45][CH:46]=[CH:47][C:42]=2[O:41][C:40]2[CH:49]=[CH:50][C:37]([Cl:36])=[CH:38][CH:39]=2)[CH2:12][CH2:13]1)=[O:7])([CH3:2])([CH3:3])[CH3:4]. The catalyst class is: 172. (4) Reactant: C([O:3][C:4](=[O:32])[CH2:5][CH:6]([N:13]1[C:21]2[C:16](=[CH:17][C:18]([O:22][CH2:23][CH2:24][O:25][NH:26][C:27]3[NH:28][CH2:29][CH2:30][N:31]=3)=[CH:19][CH:20]=2)[CH:15]=[CH:14]1)[C:7]1[CH:12]=[CH:11][CH:10]=[CH:9][CH:8]=1)C.[OH-].[Li+].Cl. Product: [NH:28]1[CH2:29][CH2:30][N:31]=[C:27]1[NH:26][O:25][CH2:24][CH2:23][O:22][C:18]1[CH:17]=[C:16]2[C:21](=[CH:20][CH:19]=1)[N:13]([CH:6]([C:7]1[CH:12]=[CH:11][CH:10]=[CH:9][CH:8]=1)[CH2:5][C:4]([OH:32])=[O:3])[CH:14]=[CH:15]2. The catalyst class is: 24. (5) The catalyst class is: 2. Product: [C:10]([Si:7]([O:21][CH:15]1[CH2:20][CH2:19][CH2:18][CH:17]=[CH:16]1)([CH3:9])[CH3:8])([CH3:13])([CH3:12])[CH3:11]. Reactant: N1C=CC=CC=1.[Si:7](Cl)([C:10]([CH3:13])([CH3:12])[CH3:11])([CH3:9])[CH3:8].[CH:15]1([OH:21])[CH2:20][CH2:19][CH2:18][CH:17]=[CH:16]1. (6) The catalyst class is: 42. Reactant: [O:1]1[C:5]2[CH:6]=[CH:7][C:8]([S:10]([N:13]([CH2:38][CH:39]([CH3:41])[CH3:40])[CH2:14][C@@H:15]([OH:37])[C@@H:16]([NH:25][C:26](=[O:36])[O:27][C@@H:28]3[C@H:35]4[C@H:31]([O:32][CH2:33][CH2:34]4)[O:30][CH2:29]3)[CH2:17][C:18]3[CH:23]=[CH:22][C:21]([OH:24])=[CH:20][CH:19]=3)(=[O:12])=[O:11])=[CH:9][C:4]=2[O:3][CH2:2]1.Cl[C:43]1[CH:48]=[CH:47][C:46]([N+:49]([O-:51])=[O:50])=[CH:45][N:44]=1.C(=O)([O-])[O-].[Cs+].[Cs+]. Product: [O:1]1[C:5]2[CH:6]=[CH:7][C:8]([S:10]([N:13]([CH2:38][CH:39]([CH3:41])[CH3:40])[CH2:14][C@@H:15]([OH:37])[C@@H:16]([NH:25][C:26](=[O:36])[O:27][C@@H:28]3[C@H:35]4[C@H:31]([O:32][CH2:33][CH2:34]4)[O:30][CH2:29]3)[CH2:17][C:18]3[CH:23]=[CH:22][C:21]([O:24][C:43]4[CH:48]=[CH:47][C:46]([N+:49]([O-:51])=[O:50])=[CH:45][N:44]=4)=[CH:20][CH:19]=3)(=[O:12])=[O:11])=[CH:9][C:4]=2[O:3][CH2:2]1. (7) Reactant: [Cl:1][C:2]1[CH:3]=[C:4](B2OC(C)(C)C(C)(C)O2)[CH:5]=[C:6]([Cl:11])[C:7]=1[CH:8]([F:10])[F:9].Br[C:22]([C:24]([F:27])([F:26])[F:25])=[CH2:23].C([O-])([O-])=O.[Cs+].[Cs+]. Product: [Cl:11][C:6]1[CH:5]=[C:4]([C:22]([C:24]([F:27])([F:26])[F:25])=[CH2:23])[CH:3]=[C:2]([Cl:1])[C:7]=1[CH:8]([F:9])[F:10]. The catalyst class is: 516. (8) Reactant: [CH2:1]([O:3][C:4]([C:6]1[C:15]2[C:10](=[CH:11][CH:12]=[CH:13][CH:14]=2)[CH:9]=[C:8]([NH2:16])[CH:7]=1)=[O:5])[CH3:2].[N:17]([O-])=O.[Na+].O.O.[Cl:23][Sn]Cl. Product: [ClH:23].[NH:16]([C:8]1[CH:7]=[C:6]([C:4]([O:3][CH2:1][CH3:2])=[O:5])[C:15]2[C:10]([CH:9]=1)=[CH:11][CH:12]=[CH:13][CH:14]=2)[NH2:17]. The catalyst class is: 33.